From a dataset of Forward reaction prediction with 1.9M reactions from USPTO patents (1976-2016). Predict the product of the given reaction. (1) Given the reactants Cl[CH2:2][CH2:3][CH2:4][O:5][C:6]1[CH:7]=[C:8]2[CH:14]=[C:13]([C:15]([N:17]3[CH2:22][CH2:21][C:20]([F:24])([F:23])[CH2:19][CH2:18]3)=[O:16])[NH:12][C:9]2=[N:10][CH:11]=1.[CH3:25][C@H:26]1[NH:30][C@H:29]([CH3:31])[CH2:28][CH2:27]1.C(=O)([O-])[O-].[K+].[K+], predict the reaction product. The product is: [F:23][C:20]1([F:24])[CH2:21][CH2:22][N:17]([C:15]([C:13]2[NH:12][C:9]3=[N:10][CH:11]=[C:6]([O:5][CH2:4][CH2:3][CH2:2][N:30]4[C@H:26]([CH3:25])[CH2:27][CH2:28][C@H:29]4[CH3:31])[CH:7]=[C:8]3[CH:14]=2)=[O:16])[CH2:18][CH2:19]1. (2) The product is: [CH2:1]([N:3]1[C:19]([C:21]2[CH:26]=[CH:25][CH:24]=[CH:23][CH:22]=2)=[CH:18][S:16]/[C:4]/1=[N:5]\[C:6]1[CH:15]=[CH:14][C:9]([C:10]([O:12][CH3:13])=[O:11])=[CH:8][CH:7]=1)[CH3:2]. Given the reactants [CH2:1]([NH:3][C:4](=[S:16])[NH:5][C:6]1[CH:15]=[CH:14][C:9]([C:10]([O:12][CH3:13])=[O:11])=[CH:8][CH:7]=1)[CH3:2].Br[CH2:18][C:19]([C:21]1[CH:26]=[CH:25][CH:24]=[CH:23][CH:22]=1)=O, predict the reaction product. (3) Given the reactants [NH2:1][C:2]1[N:7]=[C:6]([NH:8][CH2:9][CH2:10][NH:11][C:12]2[N:17]=[C:16]([C:18]3[CH:23]=[CH:22][C:21]([Cl:24])=[CH:20][C:19]=3[Cl:25])[C:15]([NH:26][C:27]([C:29]3[CH:37]=[CH:36][CH:35]=[CH:34][C:30]=3[C:31]([OH:33])=O)=[O:28])=[CH:14][N:13]=2)[CH:5]=[CH:4][C:3]=1[N+:38]([O-:40])=[O:39], predict the reaction product. The product is: [NH2:1][C:2]1[N:7]=[C:6]([NH:8][CH2:9][CH2:10][NH:11][C:12]2[N:17]=[C:16]([C:18]3[CH:23]=[CH:22][C:21]([Cl:24])=[CH:20][C:19]=3[Cl:25])[C:15]([N:26]3[C:27](=[O:28])[C:29]4[C:30](=[CH:34][CH:35]=[CH:36][CH:37]=4)[C:31]3=[O:33])=[CH:14][N:13]=2)[CH:5]=[CH:4][C:3]=1[N+:38]([O-:40])=[O:39].